From a dataset of Forward reaction prediction with 1.9M reactions from USPTO patents (1976-2016). Predict the product of the given reaction. (1) Given the reactants [H-].[H-].[H-].[H-].[Li+].[Al+3].[CH2:7]([O:14][CH2:15][C:16]([NH:18][C:19]1[CH:24]=[CH:23][C:22]([F:25])=[CH:21][CH:20]=1)=O)[C:8]1[CH:13]=[CH:12][CH:11]=[CH:10][CH:9]=1.C(Cl)Cl.[OH-].[Na+], predict the reaction product. The product is: [CH2:7]([O:14][CH2:15][CH2:16][NH:18][C:19]1[CH:24]=[CH:23][C:22]([F:25])=[CH:21][CH:20]=1)[C:8]1[CH:9]=[CH:10][CH:11]=[CH:12][CH:13]=1. (2) Given the reactants [CH:1]1([CH2:4][O:5][C:6]2[N:11]=[CH:10][N:9]=[C:8]([NH2:12])[CH:7]=2)[CH2:3][CH2:2]1.[CH3:13]C1(CO)CC1, predict the reaction product. The product is: [CH3:13][C:1]1([CH2:4][O:5][C:6]2[N:11]=[CH:10][N:9]=[C:8]([NH2:12])[CH:7]=2)[CH2:2][CH2:3]1. (3) Given the reactants [CH3:1][N:2]([CH3:19])[CH:3]1[CH2:7][CH2:6][CH:5]([C:8]2[C:16]3[C:11](=[CH:12][CH:13]=[C:14](C#N)[CH:15]=3)[NH:10][CH:9]=2)[CH2:4]1.[F:20]C1C=CC=C2C=1NC=C2C1CCC(=O)C1, predict the reaction product. The product is: [F:20][C:12]1[CH:13]=[CH:14][CH:15]=[C:16]2[C:11]=1[NH:10][CH:9]=[C:8]2[CH:5]1[CH2:6][CH2:7][CH:3]([N:2]([CH3:19])[CH3:1])[CH2:4]1. (4) Given the reactants [F-].C([N+](CCCC)(CCCC)CCCC)CCC.[F:19][C:20]([F:52])([F:51])[O:21][C:22]1[CH:27]=[CH:26][C:25]([C:28]2[CH:36]=[C:35]3[C:31]([C:32]([NH:45][C:46](=[O:50])[CH2:47][CH2:48][CH3:49])=[N:33][N:34]3COCC[Si](C)(C)C)=[CH:30][CH:29]=2)=[CH:24][CH:23]=1.C(OCC)(=O)C, predict the reaction product. The product is: [F:52][C:20]([F:19])([F:51])[O:21][C:22]1[CH:27]=[CH:26][C:25]([C:28]2[CH:36]=[C:35]3[C:31]([C:32]([NH:45][C:46](=[O:50])[CH2:47][CH2:48][CH3:49])=[N:33][NH:34]3)=[CH:30][CH:29]=2)=[CH:24][CH:23]=1. (5) The product is: [C:11]([C:15]1[N:20]=[C:19]([N:21]2[CH2:22][CH2:23][N:24]([CH2:27][CH2:28][C@H:29]3[CH2:30][CH2:31][C@H:32]([NH:35][C:8]([C@H:5]4[CH2:4][CH2:3][C@H:2]([OH:1])[CH2:7][CH2:6]4)=[O:10])[CH2:33][CH2:34]3)[CH2:25][CH2:26]2)[CH:18]=[C:17]([CH:36]2[CH2:39][CH2:38][CH2:37]2)[N:16]=1)([CH3:14])([CH3:12])[CH3:13]. Given the reactants [OH:1][C@H:2]1[CH2:7][CH2:6][C@H:5]([C:8]([OH:10])=O)[CH2:4][CH2:3]1.[C:11]([C:15]1[N:20]=[C:19]([N:21]2[CH2:26][CH2:25][N:24]([CH2:27][CH2:28][C@H:29]3[CH2:34][CH2:33][C@H:32]([NH2:35])[CH2:31][CH2:30]3)[CH2:23][CH2:22]2)[CH:18]=[C:17]([CH:36]2[CH2:39][CH2:38][CH2:37]2)[N:16]=1)([CH3:14])([CH3:13])[CH3:12].CN(C(ON1N=NC2C=CC=NC1=2)=[N+](C)C)C.F[P-](F)(F)(F)(F)F.C(N(C(C)C)CC)(C)C, predict the reaction product. (6) Given the reactants [OH:1][CH2:2][C:3]1[CH:4]=[CH:5][C:6](SC)=[C:7]([CH:10]=1)[C:8]#[N:9].O[O:14][S:15]([O-:17])=O.[K+].Cl.[CH3:20]O, predict the reaction product. The product is: [OH:1][CH2:2][C:3]1[CH:4]=[CH:5][C:6]([S:15]([CH3:20])(=[O:17])=[O:14])=[C:7]([CH:10]=1)[C:8]#[N:9]. (7) Given the reactants Cl[C:2]1[N:7]=[CH:6][N:5]=[C:4]([NH:8][C:9]2[CH:14]=[C:13]([CH2:15][S:16][CH3:17])[CH:12]=[C:11]([F:18])[CH:10]=2)[N:3]=1.[F:19][C:20]1[CH:25]=[CH:24][C:23](B(O)O)=[C:22]([O:29][CH3:30])[CH:21]=1, predict the reaction product. The product is: [F:19][C:20]1[CH:25]=[CH:24][C:23]([C:2]2[N:7]=[CH:6][N:5]=[C:4]([NH:8][C:9]3[CH:14]=[C:13]([CH2:15][S:16][CH3:17])[CH:12]=[C:11]([F:18])[CH:10]=3)[N:3]=2)=[C:22]([O:29][CH3:30])[CH:21]=1.